The task is: Predict the reactants needed to synthesize the given product.. This data is from Full USPTO retrosynthesis dataset with 1.9M reactions from patents (1976-2016). (1) Given the product [CH3:6][NH:7][C@H:8]1[CH2:13][CH2:12][C@H:11]([NH2:14])[CH2:10][CH2:9]1, predict the reactants needed to synthesize it. The reactants are: C(O[C:6](=O)[NH:7][C@H:8]1[CH2:13][CH2:12][C@H:11]([NH2:14])[CH2:10][CH2:9]1)(C)(C)C.C1COCC1.O.[OH-].[Na+].O. (2) Given the product [Br:1][C:2]1[C:3]([C:14]2[S:16][CH:18]=[C:19]([C:21]3[CH:26]=[CH:25][CH:24]=[CH:23][CH:22]=3)[N:15]=2)=[CH:4][C:5]([NH:8][C:9]([NH:11][CH2:12][CH3:13])=[O:10])=[N:6][CH:7]=1, predict the reactants needed to synthesize it. The reactants are: [Br:1][C:2]1[C:3]([C:14](=[S:16])[NH2:15])=[CH:4][C:5]([NH:8][C:9]([NH:11][CH2:12][CH3:13])=[O:10])=[N:6][CH:7]=1.Br[CH2:18][C:19]([C:21]1[CH:26]=[CH:25][CH:24]=[CH:23][CH:22]=1)=O. (3) Given the product [F:17][C:3]([F:2])([F:16])[C:4]1[CH:5]=[CH:6][C:7]([C:10]2[CH2:15][CH2:14][N:13]([C:25]([Cl:24])=[O:27])[CH2:12][CH:11]=2)=[CH:8][CH:9]=1, predict the reactants needed to synthesize it. The reactants are: Cl.[F:2][C:3]([F:17])([F:16])[C:4]1[CH:9]=[CH:8][C:7]([C:10]2[CH2:11][CH2:12][NH:13][CH2:14][CH:15]=2)=[CH:6][CH:5]=1.N1C=CC=CC=1.[Cl:24][C:25](Cl)([O:27]C(=O)OC(Cl)(Cl)Cl)Cl. (4) The reactants are: [C:1]([C:4]1[CH:11]=[CH:10][CH:9]=[CH:8][C:5]=1[CH:6]=[O:7])([OH:3])=O.[CH3:12][CH:13]([CH2:18][C:19]([CH3:22])([CH3:21])[CH3:20])[CH2:14][PH:15](=[O:17])[OH:16]. Given the product [O:3]=[C:1]1[C:4]2[C:5](=[CH:8][CH:9]=[CH:10][CH:11]=2)[CH:6]([P:15]([CH2:14][CH:13]([CH3:12])[CH2:18][C:19]([CH3:22])([CH3:21])[CH3:20])(=[O:16])[OH:17])[O:7]1, predict the reactants needed to synthesize it. (5) Given the product [Cl:1][C:2]1[CH:7]=[CH:6][C:5]([NH:8][C:9]([NH:11][C:12]2[N:13]=[C:14]([C:21]([NH:65][CH2:64][CH2:63][CH2:62][N:56]3[CH2:61][CH2:60][O:59][CH2:58][CH2:57]3)=[O:23])[N:15]([CH2:17][CH:18]3[CH2:20][CH2:19]3)[CH:16]=2)=[O:10])=[C:4]([CH3:24])[CH:3]=1, predict the reactants needed to synthesize it. The reactants are: [Cl:1][C:2]1[CH:7]=[CH:6][C:5]([NH:8][C:9]([NH:11][C:12]2[N:13]=[C:14]([C:21]([OH:23])=O)[N:15]([CH2:17][CH:18]3[CH2:20][CH2:19]3)[CH:16]=2)=[O:10])=[C:4]([CH3:24])[CH:3]=1.CN(C(ON1N=NC2C=CC=CC1=2)=[N+](C)C)C.F[P-](F)(F)(F)(F)F.C(N(CC)CC)C.[N:56]1([CH2:62][CH2:63][CH2:64][NH2:65])[CH2:61][CH2:60][O:59][CH2:58][CH2:57]1. (6) Given the product [CH2:1]([N:5]([CH2:35][CH2:36][CH2:37][CH3:38])[C:6]([C:8]1[N:9]=[CH:10][N:11]([CH3:34])[C:12]=1[C:13]1[CH:21]=[CH:20][C:16]([C:17](=[O:18])[NH:54][S:51]([C:44]2[CH:43]=[CH:42][C:41]3[C:46](=[C:47]([Cl:50])[CH:48]=[CH:49][CH:40]=3)[CH:45]=2)(=[O:53])=[O:52])=[CH:15][C:14]=1[C:22]([N:24]1[CH2:33][CH2:32][C:31]2[C:26](=[CH:27][CH:28]=[CH:29][CH:30]=2)[CH2:25]1)=[O:23])=[O:7])[CH2:2][CH2:3][CH3:4], predict the reactants needed to synthesize it. The reactants are: [CH2:1]([N:5]([CH2:35][CH2:36][CH2:37][CH3:38])[C:6]([C:8]1[N:9]=[CH:10][N:11]([CH3:34])[C:12]=1[C:13]1[CH:21]=[CH:20][C:16]([C:17](O)=[O:18])=[CH:15][C:14]=1[C:22]([N:24]1[CH2:33][CH2:32][C:31]2[C:26](=[CH:27][CH:28]=[CH:29][CH:30]=2)[CH2:25]1)=[O:23])=[O:7])[CH2:2][CH2:3][CH3:4].Cl[C:40]1[CH:49]=[CH:48][C:47]([Cl:50])=[C:46]2[C:41]=1[CH:42]=[CH:43][C:44]([S:51]([NH2:54])(=[O:53])=[O:52])=[CH:45]2. (7) Given the product [F:17][CH:15]([F:16])[C:8]1([C:6]2[CH:7]=[CH:2][CH:3]=[CH:4][C:5]=2[F:18])[NH:13][C:12](=[O:14])[CH2:11][O:10][CH2:9]1, predict the reactants needed to synthesize it. The reactants are: Br[C:2]1[CH:3]=[CH:4][C:5]([F:18])=[C:6]([C:8]2([CH:15]([F:17])[F:16])[NH:13][C:12](=[O:14])[CH2:11][O:10][CH2:9]2)[CH:7]=1.C([O-])(=O)C.[Na+].[H][H].